From a dataset of Catalyst prediction with 721,799 reactions and 888 catalyst types from USPTO. Predict which catalyst facilitates the given reaction. (1) Reactant: [F:1][C:2]1[CH:7]=[CH:6][C:5]([CH2:8][N:9]2[C:24]3[CH2:23][N:22]4[CH:18]([C:19](=[O:35])[N:20]([CH2:26][CH2:27][C:28]([O:30]C(C)(C)C)=[O:29])[C:21]4=[O:25])[C:17]([CH3:37])([CH3:36])[C:16]=3[C:15]3[CH:14]=[CH:13][CH:12]=[N:11][C:10]2=3)=[CH:4][CH:3]=1. Product: [F:1][C:2]1[CH:7]=[CH:6][C:5]([CH2:8][N:9]2[C:24]3[CH2:23][N:22]4[CH:18]([C:19](=[O:35])[N:20]([CH2:26][CH2:27][C:28]([OH:30])=[O:29])[C:21]4=[O:25])[C:17]([CH3:37])([CH3:36])[C:16]=3[C:15]3[CH:14]=[CH:13][CH:12]=[N:11][C:10]2=3)=[CH:4][CH:3]=1. The catalyst class is: 89. (2) Reactant: C([Mg]Cl)CCCCCCC.[CH3:11][Si:12]([C:15]#[CH:16])([CH3:14])[CH3:13].[O:17]=[C:18]1[N:22]([C:23]([O:25][C:26]([CH3:29])([CH3:28])[CH3:27])=[O:24])[C@H:21]([C:30]([O:32][CH3:33])=[O:31])[CH2:20][CH2:19]1. Product: [C:26]([O:25][C:23]([NH:22][C@@H:21]([CH2:20][CH2:19][C:18](=[O:17])[C:16]#[C:15][Si:12]([CH3:14])([CH3:13])[CH3:11])[C:30]([O:32][CH3:33])=[O:31])=[O:24])([CH3:29])([CH3:28])[CH3:27]. The catalyst class is: 7. (3) Reactant: [NH2:1][C:2]1[CH:3]=[C:4]([CH:21]=[CH:22][C:23]=1[CH3:24])[O:5][C:6]1[CH:7]=[CH:8][C:9]2[N:10]([CH:12]=[C:13]([NH:15][C:16]([CH:18]3[CH2:20][CH2:19]3)=[O:17])[N:14]=2)[N:11]=1.[C:25]([N:29]1[C:33]([C:34](Cl)=[O:35])=[CH:32][C:31]([CH3:37])=[N:30]1)([CH3:28])([CH3:27])[CH3:26].C(OCC)(=O)C.O1CCCC1.C(=O)([O-])O.[Na+]. Product: [C:25]([N:29]1[C:33]([C:34]([NH:1][C:2]2[CH:3]=[C:4]([O:5][C:6]3[CH:7]=[CH:8][C:9]4[N:10]([CH:12]=[C:13]([NH:15][C:16]([CH:18]5[CH2:20][CH2:19]5)=[O:17])[N:14]=4)[N:11]=3)[CH:21]=[CH:22][C:23]=2[CH3:24])=[O:35])=[CH:32][C:31]([CH3:37])=[N:30]1)([CH3:28])([CH3:27])[CH3:26]. The catalyst class is: 80. (4) Reactant: [Br:1][C:2]1[S:6][C:5]([C:7]([N:9]2[CH2:14][CH2:13][O:12][CH2:11][CH2:10]2)=O)=[CH:4][C:3]=1[CH3:15].C1COCC1.[OH-].[Na+]. Product: [Br:1][C:2]1[S:6][C:5]([CH2:7][N:9]2[CH2:10][CH2:11][O:12][CH2:13][CH2:14]2)=[CH:4][C:3]=1[CH3:15]. The catalyst class is: 5.